This data is from NCI-60 drug combinations with 297,098 pairs across 59 cell lines. The task is: Regression. Given two drug SMILES strings and cell line genomic features, predict the synergy score measuring deviation from expected non-interaction effect. Synergy scores: CSS=4.68, Synergy_ZIP=-1.02, Synergy_Bliss=0.430, Synergy_Loewe=0.869, Synergy_HSA=0.984. Cell line: SNB-75. Drug 2: C1CNP(=O)(OC1)N(CCCl)CCCl. Drug 1: CC(CN1CC(=O)NC(=O)C1)N2CC(=O)NC(=O)C2.